Predict the product of the given reaction. From a dataset of Forward reaction prediction with 1.9M reactions from USPTO patents (1976-2016). Given the reactants [Cl:1][C:2]1[CH:11]=[CH:10][C:9]2[C:4](=[C:5]([NH2:12])[CH:6]=[CH:7][CH:8]=2)[N:3]=1.[C:13]1([S:19](Cl)(=[O:21])=[O:20])[CH:18]=[CH:17][CH:16]=[CH:15][CH:14]=1, predict the reaction product. The product is: [Cl:1][C:2]1[CH:11]=[CH:10][C:9]2[C:4](=[C:5]([NH:12][S:19]([C:13]3[CH:18]=[CH:17][CH:16]=[CH:15][CH:14]=3)(=[O:21])=[O:20])[CH:6]=[CH:7][CH:8]=2)[N:3]=1.